Dataset: Full USPTO retrosynthesis dataset with 1.9M reactions from patents (1976-2016). Task: Predict the reactants needed to synthesize the given product. (1) Given the product [NH2:1][C:2]1[N:6]([C:7]2[CH:16]=[CH:15][C:10]3[NH:11][C:12]([CH3:14])=[N:13][C:9]=3[CH:8]=2)[N:5]=[CH:4][C:3]=1[C:17]([C:19]1[NH:20][C:21]2[C:26]([CH:27]=1)=[CH:25][CH:24]=[C:23]([CH2:28][N:29]1[CH2:34][CH2:33][O:32][CH2:31][CH2:30]1)[CH:22]=2)=[O:18], predict the reactants needed to synthesize it. The reactants are: [NH2:1][C:2]1[N:6]([C:7]2[CH:16]=[CH:15][C:10]3[NH:11][C:12]([CH3:14])=[N:13][C:9]=3[CH:8]=2)[N:5]=[CH:4][C:3]=1[C:17]([C:19]1[N:20](S(C2C=CC=CC=2)(=O)=O)[C:21]2[C:26]([CH:27]=1)=[CH:25][CH:24]=[C:23]([CH2:28][N:29]1[CH2:34][CH2:33][O:32][CH2:31][CH2:30]1)[CH:22]=2)=[O:18].[F-].C([N+](CCCC)(CCCC)CCCC)CCC. (2) Given the product [NH2:1][C:2]1[N:7]=[C:6]([N:8]2[CH2:9][CH2:10][C:11]3([CH2:15][N:14]([C:16]([O:18][CH2:19][C:20]4[CH:25]=[CH:24][CH:23]=[CH:22][CH:21]=4)=[O:17])[C@H:13]([C:26]([O:28][CH2:29][CH3:30])=[O:27])[CH2:12]3)[CH2:31][CH2:32]2)[CH:5]=[C:4]([O:33][C@H:34]([C:39]2[CH:44]=[CH:43][C:42]([C:45]3[CH2:46][CH2:47][N:48]([S:58]([CH3:57])(=[O:60])=[O:59])[CH2:49][CH:50]=3)=[CH:41][C:40]=2[N:51]2[CH:55]=[CH:54][C:53]([CH3:56])=[N:52]2)[C:35]([F:37])([F:36])[F:38])[N:3]=1, predict the reactants needed to synthesize it. The reactants are: [NH2:1][C:2]1[N:7]=[C:6]([N:8]2[CH2:32][CH2:31][C:11]3([CH2:15][N:14]([C:16]([O:18][CH2:19][C:20]4[CH:25]=[CH:24][CH:23]=[CH:22][CH:21]=4)=[O:17])[C@H:13]([C:26]([O:28][CH2:29][CH3:30])=[O:27])[CH2:12]3)[CH2:10][CH2:9]2)[CH:5]=[C:4]([O:33][C@H:34]([C:39]2[CH:44]=[CH:43][C:42]([C:45]3[CH2:46][CH2:47][NH:48][CH2:49][CH:50]=3)=[CH:41][C:40]=2[N:51]2[CH:55]=[CH:54][C:53]([CH3:56])=[N:52]2)[C:35]([F:38])([F:37])[F:36])[N:3]=1.[CH3:57][S:58](Cl)(=[O:60])=[O:59].C(N(CC)CC)C. (3) Given the product [N:22]1[CH:23]=[CH:24][CH:25]=[C:20]([C:18]#[C:19][C:2]2[C:10]3[NH:9][C:8]4[CH:11]5[CH2:17][CH2:16][N:14]([CH2:15][C:7]=4[C:6]=3[CH:5]=[CH:4][CH:3]=2)[CH2:13][CH2:12]5)[CH:21]=1, predict the reactants needed to synthesize it. The reactants are: Br[C:2]1[C:10]2[NH:9][C:8]3[CH:11]4[CH2:17][CH2:16][N:14]([CH2:15][C:7]=3[C:6]=2[CH:5]=[CH:4][CH:3]=1)[CH2:13][CH2:12]4.[C:18]([C:20]1[CH:21]=[N:22][CH:23]=[CH:24][CH:25]=1)#[CH:19]. (4) Given the product [F:16][C:17]1[CH:22]=[CH:21][C:20]([CH:23]2[CH2:28][N:27]([C:2]3[N:7]([CH3:8])[C:6](=[O:9])[CH:5]=[C:4]([C:10]4[CH:15]=[CH:14][N:13]=[CH:12][N:11]=4)[N:3]=3)[CH2:26][CH2:25][NH:24]2)=[C:19]([O:29][CH3:30])[CH:18]=1, predict the reactants needed to synthesize it. The reactants are: Cl[C:2]1[N:7]([CH3:8])[C:6](=[O:9])[CH:5]=[C:4]([C:10]2[CH:15]=[CH:14][N:13]=[CH:12][N:11]=2)[N:3]=1.[F:16][C:17]1[CH:22]=[CH:21][C:20]([CH:23]2[CH2:28][NH:27][CH2:26][CH2:25][NH:24]2)=[C:19]([O:29][CH3:30])[CH:18]=1.C(N(CC)CC)C. (5) Given the product [Cl:1][C:2]1[C:8]2[CH:9]=[CH:10][C:11]([C:13]([NH2:26])=[O:14])=[CH:12][C:7]=2[S:6][C:5]2[CH:16]=[CH:17][CH:18]=[CH:19][C:4]=2[N:3]=1, predict the reactants needed to synthesize it. The reactants are: [Cl:1][C:2]1[C:8]2[CH:9]=[CH:10][C:11]([C:13](Cl)=[O:14])=[CH:12][C:7]=2[S:6][C:5]2[CH:16]=[CH:17][CH:18]=[CH:19][C:4]=2[N:3]=1.O1CCOCC1.[NH3:26].